This data is from Catalyst prediction with 721,799 reactions and 888 catalyst types from USPTO. The task is: Predict which catalyst facilitates the given reaction. (1) Reactant: [C:1]([O:5][C:6]([N:8]1[CH2:13][CH2:12][CH2:11][CH:10]([CH2:14][NH2:15])[CH2:9]1)=[O:7])([CH3:4])([CH3:3])[CH3:2].C1([O:22][C:23](=O)[NH:24][C:25]2[CH:30]=[CH:29][CH:28]=[C:27]([C:31]3[N:35]([CH3:36])[N:34]=[N:33][N:32]=3)[CH:26]=2)C=CC=CC=1.C(N(CC)CC)C. Product: [C:1]([O:5][C:6]([N:8]1[CH2:13][CH2:12][CH2:11][CH:10]([CH2:14][NH:15][C:23]([NH:24][C:25]2[CH:30]=[CH:29][CH:28]=[C:27]([C:31]3[N:35]([CH3:36])[N:34]=[N:33][N:32]=3)[CH:26]=2)=[O:22])[CH2:9]1)=[O:7])([CH3:4])([CH3:3])[CH3:2]. The catalyst class is: 9. (2) Reactant: C(OC([N:8]1[C:17]2[C:12](=[CH:13][C:14]([C:18]3[CH:19]=[N:20][CH:21]=[C:22]([C:24]([C:27]([OH:29])=O)([CH3:26])[CH3:25])[CH:23]=3)=[CH:15][N:16]=2)[CH2:11][CH2:10][CH2:9]1)=O)(C)(C)C.CN(C(ON1N=NC2C=CC=NC1=2)=[N+](C)C)C.F[P-](F)(F)(F)(F)F.[NH:54]1[CH2:59][CH2:58][O:57][CH2:56][CH2:55]1.C(N(CC)C(C)C)(C)C. Product: [CH3:25][C:24]([C:22]1[CH:21]=[N:20][CH:19]=[C:18]([C:14]2[CH:15]=[N:16][C:17]3[NH:8][CH2:9][CH2:10][CH2:11][C:12]=3[CH:13]=2)[CH:23]=1)([CH3:26])[C:27]([N:54]1[CH2:59][CH2:58][O:57][CH2:56][CH2:55]1)=[O:29]. The catalyst class is: 3. (3) The catalyst class is: 84. Reactant: C1COCC1.[H-].[Al+3].[Li+].[H-].[H-].[H-].[F:12][C:13]1[CH:14]=[C:15]([CH:18]=[CH:19][C:20]=1[N:21]1[CH2:26][CH2:25][O:24][CH2:23][CH2:22]1)[C:16]#[N:17].[OH-].[Na+]. Product: [F:12][C:13]1[CH:14]=[C:15]([CH:18]=[CH:19][C:20]=1[N:21]1[CH2:26][CH2:25][O:24][CH2:23][CH2:22]1)[CH2:16][NH2:17]. (4) Reactant: C([N:4]1[C:12]2[C:7](=[CH:8][CH:9]=[CH:10][CH:11]=2)[C:6](=[C:13](Cl)[C:14]2[CH:19]=[CH:18][CH:17]=[CH:16][CH:15]=2)[C:5]1=[O:21])(=O)C.[CH3:22][O:23][C:24]1[CH:25]=[C:26]([CH:28]=[CH:29][CH:30]=1)[NH2:27].[OH-].[Na+]. Product: [CH3:22][O:23][C:24]1[CH:25]=[C:26]([NH:27]/[C:13](=[C:6]2\[C:5](=[O:21])[NH:4][C:12]3[C:7]\2=[CH:8][CH:9]=[CH:10][CH:11]=3)/[C:14]2[CH:15]=[CH:16][CH:17]=[CH:18][CH:19]=2)[CH:28]=[CH:29][CH:30]=1. The catalyst class is: 1. (5) Product: [Br:3][C:4]1[CH:5]=[C:6]2[C:11](=[CH:12][CH:13]=1)[N:10]=[C:9]([NH:14][C:15]([CH3:16])([CH3:17])[CH3:18])[C:8](/[CH:19]=[C:29](\[CH3:35])/[C:30]([O:32][CH2:33][CH3:34])=[O:31])=[CH:7]2. Reactant: [Cl-].[Li+].[Br:3][C:4]1[CH:5]=[C:6]2[C:11](=[CH:12][CH:13]=1)[N:10]=[C:9]([NH:14][C:15]([CH3:18])([CH3:17])[CH3:16])[C:8]([CH:19]=O)=[CH:7]2.C(OP([CH:29]([CH3:35])[C:30]([O:32][CH2:33][CH3:34])=[O:31])(OCC)=O)C.N1CCCN2CCCCCC=12.C(=O)(O)[O-].[Na+]. The catalyst class is: 23. (6) Reactant: [NH2:1][C:2]1[C:3]([SH:13])=[N:4][C:5](=[O:12])[N:6]([CH2:9][CH2:10][CH3:11])[C:7]=1[NH2:8].[CH:14]1([C:20](O)=O)[CH2:19][CH2:18][CH2:17][CH2:16][CH2:15]1.Cl.[CH2:24](N=C=NCCCN(C)C)C.[OH-].[Na+].Cl.CI. Product: [CH:14]1([C:20]2[NH:1][C:2]3[C:3]([S:13][CH3:24])=[N:4][C:5](=[O:12])[N:6]([CH2:9][CH2:10][CH3:11])[C:7]=3[N:8]=2)[CH2:19][CH2:18][CH2:17][CH2:16][CH2:15]1. The catalyst class is: 38. (7) Reactant: Br[C:2]1[CH:3]=[C:4]2[N:9]([CH:10]=1)[N:8]=[CH:7][N:6]=[C:5]2[NH2:11].[CH3:12][Zn]C. Product: [CH3:12][C:2]1[CH:3]=[C:4]2[N:9]([CH:10]=1)[N:8]=[CH:7][N:6]=[C:5]2[NH2:11]. The catalyst class is: 12. (8) Reactant: [CH2:1]([Zn]CC)C.FC(F)(F)C(O)=O.ClCI.[Br:16][C:17]1[CH:22]=[CH:21][C:20]([O:23][CH:24]=[CH2:25])=[CH:19][CH:18]=1.Cl. Product: [Br:16][C:17]1[CH:22]=[CH:21][C:20]([O:23][CH:24]2[CH2:1][CH2:25]2)=[CH:19][CH:18]=1. The catalyst class is: 4. (9) Reactant: [NH:1]1[CH:5]=[C:4](B(O)O)[CH:3]=[N:2]1.Br[C:10]1[N:15]2[N:16]=[CH:17][N:18]=[C:14]2[C:13]([NH:19][C:20]2[CH:36]=[CH:35][C:23]([C:24]([NH:26][CH2:27][C:28]3[CH:29]=[N:30][C:31]([CH3:34])=[CH:32][CH:33]=3)=[O:25])=[C:22]([OH:37])[CH:21]=2)=[N:12][CH:11]=1.[C:38]([O-])([O-])=O.[K+].[K+].S(O)(C)(=O)=O.CO. Product: [CH3:38][O:37][C:22]1[CH:21]=[C:20]([NH:19][C:13]2[C:14]3[N:15]([N:16]=[CH:17][N:18]=3)[C:10]([C:4]3[CH:3]=[N:2][NH:1][CH:5]=3)=[CH:11][N:12]=2)[CH:36]=[CH:35][C:23]=1[C:24]([NH:26][CH2:27][C:28]1[CH:29]=[N:30][C:31]([CH3:34])=[CH:32][CH:33]=1)=[O:25]. The catalyst class is: 100.